Task: Predict the product of the given reaction.. Dataset: Forward reaction prediction with 1.9M reactions from USPTO patents (1976-2016) (1) Given the reactants S(=O)(=O)(O)O.[F:6][C:7]1[CH:8]=[CH:9][C:10]([N+:16]([O-:18])=[O:17])=[C:11]([CH:15]=1)[C:12]([OH:14])=[O:13].[C:19](=O)([O-])O.[Na+], predict the reaction product. The product is: [F:6][C:7]1[CH:8]=[CH:9][C:10]([N+:16]([O-:18])=[O:17])=[C:11]([CH:15]=1)[C:12]([O:14][CH3:19])=[O:13]. (2) The product is: [F:25][C:14]1[N:11]2[CH2:12][CH2:13][N:8]([C:6]([NH:5][C:1]([CH3:4])([CH3:2])[CH3:3])=[O:7])[CH2:9][C:10]2=[C:16]([C:17]([NH2:18])=[O:32])[C:15]=1[C:19]1[CH:20]=[CH:21][CH:22]=[CH:23][CH:24]=1. Given the reactants [C:1]([NH:5][C:6]([N:8]1[CH2:13][CH2:12][N:11]2[C:14]([F:25])=[C:15]([C:19]3[CH:24]=[CH:23][CH:22]=[CH:21][CH:20]=3)[C:16]([C:17]#[N:18])=[C:10]2[CH2:9]1)=[O:7])([CH3:4])([CH3:3])[CH3:2].[OH-].[Na+].OO.S([O-])([O-])(=[O:32])=S.[Na+].[Na+], predict the reaction product. (3) Given the reactants [OH:1][CH2:2][CH:3]1[CH2:8][CH2:7][CH2:6][N:5]([C:9]([O:11][C:12]([CH3:15])([CH3:14])[CH3:13])=[O:10])[CH2:4]1.[C:16]1([CH3:26])[CH:21]=[CH:20][C:19]([S:22](O)(=[O:24])=[O:23])=[CH:18][CH:17]=1, predict the reaction product. The product is: [C:12]([O:11][C:9]([N:5]1[CH2:6][CH2:7][CH2:8][CH:3]([CH2:2][O:1][S:22]([C:19]2[CH:20]=[CH:21][C:16]([CH3:26])=[CH:17][CH:18]=2)(=[O:24])=[O:23])[CH2:4]1)=[O:10])([CH3:15])([CH3:14])[CH3:13]. (4) Given the reactants [Br:1][C:2]1[CH:3]=[C:4]2[C:9](=[CH:10][CH:11]=1)[CH:8]=[N:7][C:6]([C:12]([OH:14])=O)=[C:5]2[OH:15].[Cl:16][C:17]1[CH:24]=[CH:23][C:20]([CH2:21][NH2:22])=[CH:19][CH:18]=1.Cl.CN(C)CCCN=C=NCC.O.ON1C2C=CC=CC=2N=N1, predict the reaction product. The product is: [Br:1][C:2]1[CH:3]=[C:4]2[C:9](=[CH:10][CH:11]=1)[CH:8]=[N:7][C:6]([C:12]([NH:22][CH2:21][C:20]1[CH:23]=[CH:24][C:17]([Cl:16])=[CH:18][CH:19]=1)=[O:14])=[C:5]2[OH:15]. (5) Given the reactants [Cl:1][C:2]1[CH:10]=[CH:9][CH:8]=[C:7]([F:11])[C:3]=1[C:4]([OH:6])=O.[F:12][C:13]1[CH:18]=[CH:17][C:16]([CH:19]([C:22]2[CH:23]=[N:24][C:25]([C:28]([F:31])([F:30])[F:29])=[N:26][CH:27]=2)[CH2:20][NH2:21])=[CH:15][CH:14]=1, predict the reaction product. The product is: [Cl:1][C:2]1[CH:10]=[CH:9][CH:8]=[C:7]([F:11])[C:3]=1[C:4]([NH:21][CH2:20][CH:19]([C:16]1[CH:17]=[CH:18][C:13]([F:12])=[CH:14][CH:15]=1)[C:22]1[CH:23]=[N:24][C:25]([C:28]([F:30])([F:31])[F:29])=[N:26][CH:27]=1)=[O:6].